From a dataset of Catalyst prediction with 721,799 reactions and 888 catalyst types from USPTO. Predict which catalyst facilitates the given reaction. Reactant: [Cl:1][C:2]1[CH:3]=[C:4]2[C:8](=[CH:9][CH:10]=1)[N:7]([C:11]1[N:12]=[C:13]3[C:19]([C:20]([NH:22][C:23]([CH3:27])([CH3:26])[CH2:24][OH:25])=[O:21])=[CH:18][N:17](COCC[Si](C)(C)C)[C:14]3=[N:15][CH:16]=1)[N:6]=[C:5]2[CH3:36].FC(F)(F)C(O)=O. Product: [OH:25][CH2:24][C:23]([NH:22][C:20]([C:19]1[C:13]2[C:14](=[N:15][CH:16]=[C:11]([N:7]3[C:8]4[C:4](=[CH:3][C:2]([Cl:1])=[CH:10][CH:9]=4)[C:5]([CH3:36])=[N:6]3)[N:12]=2)[NH:17][CH:18]=1)=[O:21])([CH3:27])[CH3:26]. The catalyst class is: 4.